Dataset: Catalyst prediction with 721,799 reactions and 888 catalyst types from USPTO. Task: Predict which catalyst facilitates the given reaction. (1) Product: [CH3:12][C:11]1([CH3:15])[CH2:10][O:9][C:4]2([CH2:5][CH2:6][C:1](=[O:8])[CH2:2][CH2:3]2)[O:7][CH2:13]1. Reactant: [C:1]1(=[O:8])[CH2:6][CH2:5][C:4](=[O:7])[CH2:3][CH2:2]1.[OH:9][CH2:10][C:11]([CH3:15])([CH2:13]O)[CH3:12].S(=O)(=O)(O)O. The catalyst class is: 4. (2) Reactant: [CH3:1][C:2]1[O:6][C:5]([C:7]2[CH:12]=[CH:11][CH:10]=[CH:9][CH:8]=2)=[N:4][C:3]=1[CH2:13][O:14][C:15]1[CH:20]=[CH:19][C:18]([CH2:21][C:22]([O:24][CH:25]([C:32](=O)[C:33]2[CH:38]=[CH:37][CH:36]=[CH:35][CH:34]=2)[CH2:26][CH2:27][C:28]([O:30][CH3:31])=[O:29])=O)=[CH:17][CH:16]=1.C([O-])(=O)C.[NH4+:44].C(O)(=O)C. Product: [CH3:1][C:2]1[O:6][C:5]([C:7]2[CH:12]=[CH:11][CH:10]=[CH:9][CH:8]=2)=[N:4][C:3]=1[CH2:13][O:14][C:15]1[CH:20]=[CH:19][C:18]([CH2:21][C:22]2[O:24][C:25]([CH2:26][CH2:27][C:28]([O:30][CH3:31])=[O:29])=[C:32]([C:33]3[CH:38]=[CH:37][CH:36]=[CH:35][CH:34]=3)[N:44]=2)=[CH:17][CH:16]=1. The catalyst class is: 13. (3) Reactant: [CH3:1][O:2][C:3](=[O:28])[CH2:4][C:5]1[CH:10]=[CH:9][CH:8]=[C:7]([CH2:11][NH:12][CH:13]2[CH2:17][CH2:16][N:15]([C:18]3[S:19][C:20]4[CH:26]=[C:25]([Cl:27])[CH:24]=[CH:23][C:21]=4[N:22]=3)[CH2:14]2)[CH:6]=1.I[CH2:30][CH2:31][CH2:32][CH3:33].C(=O)([O-])[O-].[K+].[K+].CN(C)C=O. Product: [CH3:1][O:2][C:3](=[O:28])[CH2:4][C:5]1[CH:10]=[CH:9][CH:8]=[C:7]([CH2:11][N:12]([CH2:30][CH2:31][CH2:32][CH3:33])[CH:13]2[CH2:17][CH2:16][N:15]([C:18]3[S:19][C:20]4[CH:26]=[C:25]([Cl:27])[CH:24]=[CH:23][C:21]=4[N:22]=3)[CH2:14]2)[CH:6]=1. The catalyst class is: 6. (4) Reactant: [CH2:1]([O:8][CH2:9][CH2:10][CH2:11][CH2:12][C:13]#[C:14][C:15]1[CH:22]=[CH:21][C:20](OC)=[CH:19][C:16]=1[CH:17]=O)[C:2]1[CH:7]=[CH:6][CH:5]=[CH:4][CH:3]=1.Cl.[NH2:26][OH:27].C([O-])(=O)C.[Na+].C(=O)([O-])[O-].[K+].[K+]. Product: [CH2:1]([O:8][CH2:9][CH2:10][CH2:11][CH2:12][C:13]1[N+:26]([O-:27])=[CH:17][C:16]2[C:15]([CH:14]=1)=[CH:22][CH:21]=[CH:20][CH:19]=2)[C:2]1[CH:7]=[CH:6][CH:5]=[CH:4][CH:3]=1. The catalyst class is: 40.